From a dataset of Cav3 T-type calcium channel HTS with 100,875 compounds. Binary Classification. Given a drug SMILES string, predict its activity (active/inactive) in a high-throughput screening assay against a specified biological target. (1) The compound is Clc1sc(c2nc3c(c(c2)C(OCC(=O)N(Cc2ccccc2)C)=O)cccc3)cc1. The result is 0 (inactive). (2) The compound is S(=O)(=O)(NC1(N=C2SCCN2C1=O)C(F)(F)F)c1ccc(OC)cc1. The result is 0 (inactive). (3) The molecule is FC(F)(F)C1=NN(C(O)(C1)c1ccc([N+]([O-])=O)cc1)CC(=O)c1ccccc1. The result is 0 (inactive). (4) The compound is s1c(C=2CC3N(C(CC3)C2C(OC)=O)C(=O)N2CCC(CC2)C)cc2c1cccc2. The result is 0 (inactive).